Dataset: Full USPTO retrosynthesis dataset with 1.9M reactions from patents (1976-2016). Task: Predict the reactants needed to synthesize the given product. (1) Given the product [CH3:6][C:7]1[N:8]=[C:9]([C:16]2[CH:17]=[CH:18][CH:19]=[CH:20][C:15]=2[NH2:12])[S:10][CH:11]=1, predict the reactants needed to synthesize it. The reactants are: C([Li])CCC.[CH3:6][C:7]1[N:8]=[CH:9][S:10][CH:11]=1.[N+:12]([C:15]1[CH:20]=[CH:19][CH:18]=[CH:17][C:16]=1F)([O-])=O.Cl. (2) Given the product [F:1][C:2]([F:31])([F:30])[C:3]1[CH:4]=[C:5]([CH:23]=[C:24]([C:26]([F:29])([F:28])[F:27])[CH:25]=1)[CH2:6][N:7]1[CH2:14][CH2:13][CH2:12][NH:11][C:10]2[N:15]=[C:16]([S:20][CH3:21])[N:17]=[C:18]([C:34]3[CH:35]=[CH:36][CH:37]=[CH:38][C:33]=3[CH3:32])[C:9]=2[C:8]1=[O:22], predict the reactants needed to synthesize it. The reactants are: [F:1][C:2]([F:31])([F:30])[C:3]1[CH:4]=[C:5]([CH:23]=[C:24]([C:26]([F:29])([F:28])[F:27])[CH:25]=1)[CH2:6][N:7]1[CH2:14][CH2:13][CH2:12][NH:11][C:10]2[N:15]=[C:16]([S:20][CH3:21])[N:17]=[C:18](Cl)[C:9]=2[C:8]1=[O:22].[CH3:32][C:33]1[CH:38]=[CH:37][CH:36]=[CH:35][C:34]=1OB(O)O. (3) Given the product [Br:23][C:24]1[CH:25]=[C:26]([CH:30]=[C:31]([S:33]([F:38])([F:34])([F:35])([F:36])[F:37])[CH:32]=1)[C:27]([NH:6][C:5]1[CH:7]=[CH:8][C:2]([CH3:1])=[C:3]([N:9]2[C:16]3[N:12]([N:13]=[C:14]([C:17]4[CH:18]=[N:19][CH:20]=[CH:21][CH:22]=4)[CH:15]=3)[CH:11]=[CH:10]2)[CH:4]=1)=[O:28], predict the reactants needed to synthesize it. The reactants are: [CH3:1][C:2]1[CH:8]=[CH:7][C:5]([NH2:6])=[CH:4][C:3]=1[N:9]1[C:16]2[N:12]([N:13]=[C:14]([C:17]3[CH:18]=[N:19][CH:20]=[CH:21][CH:22]=3)[CH:15]=2)[CH:11]=[CH:10]1.[Br:23][C:24]1[CH:25]=[C:26]([CH:30]=[C:31]([S:33]([F:38])([F:37])([F:36])([F:35])[F:34])[CH:32]=1)[C:27](O)=[O:28].CN(C(ON1N=NC2C=CC=NC1=2)=[N+](C)C)C.F[P-](F)(F)(F)(F)F.C(N(CC)C(C)C)(C)C. (4) Given the product [CH3:19][O:20][C:21]1[CH:30]=[C:29]2[C:24]([N:25]=[CH:26][C:27](=[O:36])[N:28]2[CH2:31][CH2:32][CH2:33][CH2:34][NH:1][CH:2]2[CH2:6][N:5]([C:7]3[CH:8]=[CH:9][C:10]4[O:11][CH2:12][C:13](=[O:17])[NH:14][C:15]=4[N:16]=3)[C:4](=[O:18])[CH2:3]2)=[CH:23][CH:22]=1, predict the reactants needed to synthesize it. The reactants are: [NH2:1][CH:2]1[CH2:6][N:5]([C:7]2[CH:8]=[CH:9][C:10]3[O:11][CH2:12][C:13](=[O:17])[NH:14][C:15]=3[N:16]=2)[C:4](=[O:18])[CH2:3]1.[CH3:19][O:20][C:21]1[CH:30]=[C:29]2[C:24]([N:25]=[CH:26][C:27](=[O:36])[N:28]2[CH2:31][CH2:32][CH2:33][CH:34]=O)=[CH:23][CH:22]=1.S([O-])([O-])(=O)=O.[Na+].[Na+].C(O[BH-](OC(=O)C)OC(=O)C)(=O)C.[Na+].C(=O)([O-])O.[Na+]. (5) Given the product [NH2:24][C:22]1[CH:21]=[C:18]([CH:17]=[C:16]([N:6]2[CH2:7][C:8]3[C:9](=[N:10][C:11]([S:14][CH3:15])=[N:12][CH:13]=3)[N:4]([CH:1]([CH3:2])[CH3:3])[C:5]2=[O:27])[CH:23]=1)[C:19]#[N:20], predict the reactants needed to synthesize it. The reactants are: [CH:1]([N:4]1[C:9]2=[N:10][C:11]([S:14][CH3:15])=[N:12][CH:13]=[C:8]2[CH2:7][N:6]([C:16]2[CH:17]=[C:18]([CH:21]=[C:22]([N+:24]([O-])=O)[CH:23]=2)[C:19]#[N:20])[C:5]1=[O:27])([CH3:3])[CH3:2].Cl.